From a dataset of Peptide-MHC class I binding affinity with 185,985 pairs from IEDB/IMGT. Regression. Given a peptide amino acid sequence and an MHC pseudo amino acid sequence, predict their binding affinity value. This is MHC class I binding data. (1) The peptide sequence is DLMSSKDDV. The MHC is HLA-A02:02 with pseudo-sequence HLA-A02:02. The binding affinity (normalized) is 0.145. (2) The binding affinity (normalized) is 0.335. The MHC is HLA-C07:02 with pseudo-sequence HLA-C07:02. The peptide sequence is RARRHLAAL. (3) The peptide sequence is IAILLLSVY. The MHC is Mamu-A02 with pseudo-sequence Mamu-A02. The binding affinity (normalized) is 0.712.